Task: Binary Classification. Given a drug SMILES string, predict its activity (active/inactive) in a high-throughput screening assay against a specified biological target.. Dataset: HIV replication inhibition screening data with 41,000+ compounds from the AIDS Antiviral Screen (1) The molecule is CN(C)N=Nc1nc2c(c(=O)n(C)c(=O)n2C)n1C. The result is 0 (inactive). (2) The drug is S=c1[nH]c2ccccc2o1. The result is 0 (inactive).